This data is from Forward reaction prediction with 1.9M reactions from USPTO patents (1976-2016). The task is: Predict the product of the given reaction. (1) Given the reactants [C:1]([C:4]1[CH:5]=[C:6]([CH:10]=[CH:11][CH:12]=1)[C:7]([OH:9])=O)(=[O:3])[CH3:2].[C:13]([O:17][C:18]([N:20]1[CH2:25][CH2:24][NH:23][CH2:22][CH2:21]1)=[O:19])([CH3:16])([CH3:15])[CH3:14].CN(C(ON1N=NC2C=CC=NC1=2)=[N+](C)C)C.F[P-](F)(F)(F)(F)F.C1C=NC2N(O)N=NC=2C=1.CCN(C(C)C)C(C)C, predict the reaction product. The product is: [C:1]([C:4]1[CH:5]=[C:6]([CH:10]=[CH:11][CH:12]=1)[C:7]([N:23]1[CH2:22][CH2:21][N:20]([C:18]([O:17][C:13]([CH3:16])([CH3:15])[CH3:14])=[O:19])[CH2:25][CH2:24]1)=[O:9])(=[O:3])[CH3:2]. (2) The product is: [OH:61][C:62]([CH3:85])([CH3:84])[CH2:63][CH2:64][N:65]1[CH2:73][C:72]2[C:67](=[CH:68][CH:69]=[C:70]([C:38]3[CH:43]=[CH:42][N:41]=[C:40]4[NH:44][C:45]([C:47]5[CH:52]=[CH:51][C:50]([C:53]([N:55]6[CH2:60][CH2:59][O:58][CH2:57][CH2:56]6)=[O:54])=[CH:49][CH:48]=5)=[N:46][C:39]=34)[CH:71]=2)[C:66]1=[O:83]. Given the reactants CN1C=C(C2NC3=NC=CC(C4C=CC(C5(NC(C6OC(C(C)(C)C)=NN=6)=O)CC5)=CC=4)=C3N=2)C=N1.Br[C:38]1[CH:43]=[CH:42][N:41]=[C:40]2[NH:44][C:45]([C:47]3[CH:52]=[CH:51][C:50]([C:53]([N:55]4[CH2:60][CH2:59][O:58][CH2:57][CH2:56]4)=[O:54])=[CH:49][CH:48]=3)=[N:46][C:39]=12.[OH:61][C:62]([CH3:85])([CH3:84])[CH2:63][CH2:64][N:65]1[CH2:73][C:72]2[C:67](=[CH:68][CH:69]=[C:70](B3OC(C)(C)C(C)(C)O3)[CH:71]=2)[C:66]1=[O:83].P([O-])([O-])([O-])=O.[K+].[K+].[K+].C([O-])(=O)C.[Na+].C(#N)C, predict the reaction product.